Dataset: Peptide-MHC class II binding affinity with 134,281 pairs from IEDB. Task: Regression. Given a peptide amino acid sequence and an MHC pseudo amino acid sequence, predict their binding affinity value. This is MHC class II binding data. The peptide sequence is EKKYFAATTFEPLAA. The MHC is HLA-DQA10501-DQB10301 with pseudo-sequence HLA-DQA10501-DQB10301. The binding affinity (normalized) is 0.467.